Dataset: Reaction yield outcomes from USPTO patents with 853,638 reactions. Task: Predict the reaction yield, written as a fraction of the theoretical maximum amount of product (1.0 means a 100% yield; for example, 0.34 means a 34% yield). The reactants are Br[C:2]1[N:7]=[C:6]([CH2:8][O:9][N:10]=[C:11]([C:18]2[N:22]([CH3:23])[N:21]=[N:20][N:19]=2)[C:12]2[CH:17]=[CH:16][CH:15]=[CH:14][CH:13]=2)[CH:5]=[CH:4][CH:3]=1.[C:24]1(B(O)O)[CH:29]=[CH:28][CH:27]=[CH:26][CH:25]=1.C([O-])([O-])=O.[Na+].[Na+]. The catalyst is C1C=CC([P]([Pd]([P](C2C=CC=CC=2)(C2C=CC=CC=2)C2C=CC=CC=2)([P](C2C=CC=CC=2)(C2C=CC=CC=2)C2C=CC=CC=2)[P](C2C=CC=CC=2)(C2C=CC=CC=2)C2C=CC=CC=2)(C2C=CC=CC=2)C2C=CC=CC=2)=CC=1.C1(C)C=CC=CC=1.C(O)C.O. The product is [CH3:23][N:22]1[C:18]([C:11]([C:12]2[CH:17]=[CH:16][CH:15]=[CH:14][CH:13]=2)=[N:10][O:9][CH2:8][C:6]2[CH:5]=[CH:4][CH:3]=[C:2]([C:24]3[CH:29]=[CH:28][CH:27]=[CH:26][CH:25]=3)[N:7]=2)=[N:19][N:20]=[N:21]1. The yield is 0.910.